This data is from Reaction yield outcomes from USPTO patents with 853,638 reactions. The task is: Predict the reaction yield, written as a fraction of the theoretical maximum amount of product (1.0 means a 100% yield; for example, 0.34 means a 34% yield). (1) The reactants are C[O:2][C:3]([C:5]1[CH:14]=[C:13]([O:15][CH2:16][C:17](=[O:26])[NH:18][C:19]2[CH:24]=[CH:23][C:22]([OH:25])=[CH:21][CH:20]=2)[C:12]2[C:7](=[CH:8][C:9]([Cl:28])=[CH:10][C:11]=2[Cl:27])[CH:6]=1)=[O:4].[Li+].[OH-]. No catalyst specified. The product is [Cl:27][C:11]1[CH:10]=[C:9]([Cl:28])[CH:8]=[C:7]2[C:12]=1[C:13]([O:15][CH2:16][C:17](=[O:26])[NH:18][C:19]1[CH:24]=[CH:23][C:22]([OH:25])=[CH:21][CH:20]=1)=[CH:14][C:5]([C:3]([OH:4])=[O:2])=[CH:6]2. The yield is 0.670. (2) The reactants are Br[CH2:2][C:3]1[C:12]2[C:7](=[CH:8][CH:9]=[CH:10][CH:11]=2)[C:6]([CH:13]=[O:14])=[CH:5][CH:4]=1.[C:15]1(=[O:25])[NH:19][C:18](=[O:20])[C:17]2=[CH:21][CH:22]=[CH:23][CH:24]=[C:16]12.[K]. The catalyst is CN(C=O)C.O. The product is [O:20]=[C:18]1[C:17]2[C:16](=[CH:24][CH:23]=[CH:22][CH:21]=2)[C:15](=[O:25])[N:19]1[CH2:2][C:3]1[C:12]2[C:7](=[CH:8][CH:9]=[CH:10][CH:11]=2)[C:6]([CH:13]=[O:14])=[CH:5][CH:4]=1. The yield is 0.980. (3) The reactants are [CH:1]1[C:13]2[C:12]3[O:11][C:10]4[CH2:14][CH2:15][CH2:16][CH2:17][C:9]=4[C:8]=3[CH:7]=[CH:6][C:5]=2[CH:4]=[CH:3][CH:2]=1.ClC1C(=O)C(C#N)=C(C#N)C(=O)C=1Cl. The catalyst is O1CCOCC1. The product is [CH:1]1[C:13]2[C:12]3[O:11][C:10]4[CH:14]=[CH:15][CH:16]=[CH:17][C:9]=4[C:8]=3[CH:7]=[CH:6][C:5]=2[CH:4]=[CH:3][CH:2]=1. The yield is 0.600. (4) The reactants are [BrH:1].[Cl:2][C:3]1[CH:12]=[C:11]([C:13](=[O:17])[CH:14]=[N+]=[N-])[CH:10]=[CH:9][C:4]=1[C:5]([O:7][CH3:8])=[O:6]. The catalyst is CCOCC. The product is [Br:1][CH2:14][C:13]([C:11]1[CH:10]=[CH:9][C:4]([C:5]([O:7][CH3:8])=[O:6])=[C:3]([Cl:2])[CH:12]=1)=[O:17]. The yield is 0.790. (5) The reactants are C([O:5][C:6]([C:8]1[C:16]2[C:11](=[CH:12][C:13]([C:17]3(O)[CH2:22][CH2:21][O:20][CH2:19][CH2:18]3)=[CH:14][CH:15]=2)[NH:10][N:9]=1)=[O:7])(C)(C)C. The catalyst is FC(F)(F)C(O)=O. The product is [O:20]1[CH2:19][CH:18]=[C:17]([C:13]2[CH:12]=[C:11]3[C:16]([C:8]([C:6]([OH:7])=[O:5])=[N:9][NH:10]3)=[CH:15][CH:14]=2)[CH2:22][CH2:21]1. The yield is 0.760. (6) The reactants are C([N:8](CC1C=CC=CC=1)[CH:9]1[CH2:13][CH:12]([C:14]([O:16][CH2:17][CH3:18])=[O:15])[CH:11]([CH2:19][CH3:20])[CH2:10]1)C1C=CC=CC=1.[H][H]. The catalyst is CCO.[OH-].[OH-].[Pd+2]. The product is [NH2:8][CH:9]1[CH2:13][CH:12]([C:14]([O:16][CH2:17][CH3:18])=[O:15])[CH:11]([CH2:19][CH3:20])[CH2:10]1. The yield is 0.990. (7) The reactants are [OH:1][CH2:2][C@H:3]1[O:11][C@H:10]2[C@H:6]([N:7]=[C:8]([N:12]([CH3:20])C(=O)OC(C)(C)C)[S:9]2)[C@@H:5]([O:21]CC2C=CC(OC)=CC=2)[C@@H:4]1[O:31]CC1C=CC(OC)=CC=1.C1[C:46](=O)[N:45](OC(O[N:45]2[C:46](=O)CC[C:43]2=[O:44])=O)[C:43](=[O:44])C1.CCN(CC)CC.C(=O)([O-])[O-].[K+].[K+].CN.C(O)(C(F)(F)F)=O. The catalyst is C1COCC1.O.C(Cl)Cl. The product is [CH3:46][NH:45][C:43](=[O:44])[O:1][CH2:2][C@H:3]1[O:11][C@H:10]2[C@H:6]([N:7]=[C:8]([NH:12][CH3:20])[S:9]2)[C@@H:5]([OH:21])[C@@H:4]1[OH:31]. The yield is 0.480. (8) The reactants are [S:1]1[C:9]2[C:4](=[N:5][CH:6]=[CH:7][CH:8]=2)[N:3]=[C:2]1[O:10][C:11]1[CH:16]=[CH:15][C:14]([CH2:17]O)=[CH:13][CH:12]=1.O=S(Cl)[Cl:21]. The catalyst is C(Cl)Cl. The product is [Cl:21][CH2:17][C:14]1[CH:15]=[CH:16][C:11]([O:10][C:2]2[S:1][C:9]3[C:4]([N:3]=2)=[N:5][CH:6]=[CH:7][CH:8]=3)=[CH:12][CH:13]=1. The yield is 1.00. (9) The reactants are [NH2:1][C:2]1[N:3]=[C:4]([Cl:11])[C:5]2[CH:10]=[CH:9][NH:8][C:6]=2[N:7]=1.CCN(CC)CC.[Si:19](OS(C(F)(F)F)(=O)=O)([C:22]([CH3:25])([CH3:24])[CH3:23])([CH3:21])[CH3:20]. The catalyst is ClCCl. The product is [Si:19]([NH:1][C:2]1[N:3]=[C:4]([Cl:11])[C:5]2[CH:10]=[CH:9][NH:8][C:6]=2[N:7]=1)([C:22]([CH3:25])([CH3:24])[CH3:23])([CH3:21])[CH3:20]. The yield is 0.790. (10) The reactants are [ClH:1].C(OC(=O)[NH:8][C@H:9]([C:13]([N:15]1[CH2:20][CH2:19][CH:18]([O:21][C:22]2[C:27]([CH3:28])=[N:26][CH:25]=[CH:24][N:23]=2)[CH2:17][CH2:16]1)=[O:14])[CH:10]([CH3:12])[CH3:11])(C)(C)C. The catalyst is C(O)C. The product is [ClH:1].[ClH:1].[CH3:11][CH:10]([CH3:12])[C@H:9]([NH2:8])[C:13]([N:15]1[CH2:16][CH2:17][CH:18]([O:21][C:22]2[C:27]([CH3:28])=[N:26][CH:25]=[CH:24][N:23]=2)[CH2:19][CH2:20]1)=[O:14]. The yield is 1.00.